Dataset: Forward reaction prediction with 1.9M reactions from USPTO patents (1976-2016). Task: Predict the product of the given reaction. (1) The product is: [CH3:10][N:11]([C:13]1[CH:18]=[CH:17][CH:16]=[CH:15][N:14]=1)[N:12]=[C:1]([C:4]1[CH:9]=[CH:8][CH:7]=[CH:6][N:5]=1)[CH3:2]. Given the reactants [C:1]([C:4]1[CH:9]=[CH:8][CH:7]=[CH:6][N:5]=1)(=O)[CH3:2].[CH3:10][N:11]([C:13]1[CH:18]=[CH:17][CH:16]=[CH:15][N:14]=1)[NH2:12], predict the reaction product. (2) Given the reactants [BH4-].[Na+].[Cl-].[Cl-].[Ca+2].[C:6]([O:10][C:11]([N:13]1[CH2:18][CH2:17][N:16]([CH2:19][CH2:20][O:21][C:22]2[CH:27]=[C:26]([C:28](OCC)=[O:29])[N:25]=[C:24]([C:33](OCC)=[O:34])[CH:23]=2)[CH2:15][CH2:14]1)=[O:12])([CH3:9])([CH3:8])[CH3:7], predict the reaction product. The product is: [C:6]([O:10][C:11]([N:13]1[CH2:14][CH2:15][N:16]([CH2:19][CH2:20][O:21][C:22]2[CH:23]=[C:24]([CH2:33][OH:34])[N:25]=[C:26]([CH2:28][OH:29])[CH:27]=2)[CH2:17][CH2:18]1)=[O:12])([CH3:9])([CH3:7])[CH3:8]. (3) Given the reactants [NH:1]1[CH2:6][CH2:5][CH:4]([NH:7][C:8]([C:10]2[C:14]3[N:15]=[CH:16][N:17]=[C:18]([C:19]4[C:27]5[O:26][CH2:25][O:24][C:23]=5[CH:22]=[CH:21][C:20]=4[O:28][CH2:29][CH2:30][CH3:31])[C:13]=3[NH:12][CH:11]=2)=[O:9])[CH2:3][CH2:2]1.Cl[C:33]([O:35][CH2:36][CH3:37])=[O:34], predict the reaction product. The product is: [CH2:36]([O:35][C:33]([N:1]1[CH2:6][CH2:5][CH:4]([NH:7][C:8]([C:10]2[C:14]3[N:15]=[CH:16][N:17]=[C:18]([C:19]4[C:27]5[O:26][CH2:25][O:24][C:23]=5[CH:22]=[CH:21][C:20]=4[O:28][CH2:29][CH2:30][CH3:31])[C:13]=3[NH:12][CH:11]=2)=[O:9])[CH2:3][CH2:2]1)=[O:34])[CH3:37].